From a dataset of Catalyst prediction with 721,799 reactions and 888 catalyst types from USPTO. Predict which catalyst facilitates the given reaction. (1) Reactant: C(OC([NH:8][CH2:9][C:10]1[O:11][C:12]([CH2:16][NH:17][C:18]([C:20]2[CH:24]=[C:23]([NH:25][C:26](=[O:36])[C:27]3[CH:32]=[C:31]([F:33])[C:30]([F:34])=[CH:29][C:28]=3[Cl:35])[NH:22][N:21]=2)=[O:19])=[C:13]([CH3:15])[N:14]=1)=O)(C)(C)C.[ClH:37].C(OCC)(=O)C. Product: [ClH:35].[ClH:37].[ClH:35].[NH2:8][CH2:9][C:10]1[O:11][C:12]([CH2:16][NH:17][C:18]([C:20]2[CH:24]=[C:23]([NH:25][C:26](=[O:36])[C:27]3[CH:32]=[C:31]([F:33])[C:30]([F:34])=[CH:29][C:28]=3[Cl:35])[NH:22][N:21]=2)=[O:19])=[C:13]([CH3:15])[N:14]=1. The catalyst class is: 5. (2) Reactant: [NH:1]1[C:5]2[CH:6]=[CH:7][CH:8]=[CH:9][C:4]=2[N:3]=[C:2]1[NH2:10].[C:11](N1C=CN=C1)([N:13]1[CH:17]=[CH:16][N:15]=[CH:14]1)=[S:12]. Product: [NH:1]1[C:5]2[CH:6]=[CH:7][CH:8]=[CH:9][C:4]=2[N:3]=[C:2]1[NH:10][C:11]([N:13]1[CH:17]=[CH:16][N:15]=[CH:14]1)=[S:12]. The catalyst class is: 10. (3) Reactant: Br[C:2]1[CH:7]=[CH:6][C:5]([N+:8]([O-:10])=[O:9])=[CH:4][N:3]=1.[CH3:11][NH2:12]. Product: [CH3:11][NH:12][C:2]1[CH:7]=[CH:6][C:5]([N+:8]([O-:10])=[O:9])=[CH:4][N:3]=1. The catalyst class is: 2.